This data is from Peptide-MHC class I binding affinity with 185,985 pairs from IEDB/IMGT. The task is: Regression. Given a peptide amino acid sequence and an MHC pseudo amino acid sequence, predict their binding affinity value. This is MHC class I binding data. (1) The peptide sequence is KYMDNELVY. The MHC is HLA-A24:03 with pseudo-sequence HLA-A24:03. The binding affinity (normalized) is 0.646. (2) The peptide sequence is TSTGNYNYK. The MHC is HLA-A11:01 with pseudo-sequence HLA-A11:01. The binding affinity (normalized) is 0.718. (3) The peptide sequence is NGLVRLNAF. The MHC is HLA-B08:01 with pseudo-sequence HLA-B08:01. The binding affinity (normalized) is 0.626. (4) The peptide sequence is KDTWLDARM. The MHC is HLA-B44:02 with pseudo-sequence HLA-B44:02. The binding affinity (normalized) is 0.0103. (5) The peptide sequence is YQYGDNLIL. The MHC is HLA-B40:01 with pseudo-sequence HLA-B40:01. The binding affinity (normalized) is 0.598. (6) The peptide sequence is KVCRTLLAK. The MHC is HLA-B15:09 with pseudo-sequence YYSEYRNICTNTYESNLYLRYNYYTWAELAYLWY. The binding affinity (normalized) is 0.0847. (7) The peptide sequence is DRKLRINSL. The MHC is HLA-A31:01 with pseudo-sequence HLA-A31:01. The binding affinity (normalized) is 0. (8) The peptide sequence is VSNRCPICK. The MHC is HLA-A11:01 with pseudo-sequence HLA-A11:01. The binding affinity (normalized) is 0.643. (9) The peptide sequence is EFDNYRGTI. The MHC is HLA-B08:01 with pseudo-sequence HLA-B08:01. The binding affinity (normalized) is 0.0847.